From a dataset of Full USPTO retrosynthesis dataset with 1.9M reactions from patents (1976-2016). Predict the reactants needed to synthesize the given product. (1) The reactants are: [Si]([O:18][CH2:19][C:20]1[CH:21]=[C:22]([CH:54]=[C:55]([Cl:57])[CH:56]=1)[CH2:23][N:24]1[C:32]2[C:27](=[N:28][C:29]([N:33](C(OC(C)(C)C)=O)[NH:34]C(OC(C)(C)C)=O)=[CH:30][CH:31]=2)[CH:26]=[C:25]1[C:49]1[O:50][CH:51]=[N:52][N:53]=1)(C(C)(C)C)(C1C=CC=CC=1)C1C=CC=CC=1.[CH3:58][CH2:59]CC[N+](CCCC)(CCCC)CCCC.[F-].C1COCC1. Given the product [Cl:57][C:55]1[CH:56]=[C:20]([CH2:19][OH:18])[CH:21]=[C:22]([CH2:23][N:24]2[C:32]3[CH:31]=[CH:30][C:29]4[N:28]([C:58]([CH3:59])=[N:34][N:33]=4)[C:27]=3[CH:26]=[C:25]2[C:49]2[O:50][CH:51]=[N:52][N:53]=2)[CH:54]=1, predict the reactants needed to synthesize it. (2) Given the product [C:26]([O:25][C:23](=[O:24])[NH:15][CH2:14][CH:10]1[O:11][CH2:12][CH2:13][N:8]([CH2:1][C:2]2[CH:3]=[CH:4][CH:5]=[CH:6][CH:7]=2)[CH2:9]1)([CH3:29])([CH3:28])[CH3:27], predict the reactants needed to synthesize it. The reactants are: [CH2:1]([N:8]1[CH2:13][CH2:12][O:11][CH:10]([CH2:14][NH2:15])[CH2:9]1)[C:2]1[CH:7]=[CH:6][CH:5]=[CH:4][CH:3]=1.C(N(CC)CC)C.[C:23](O[C:23]([O:25][C:26]([CH3:29])([CH3:28])[CH3:27])=[O:24])([O:25][C:26]([CH3:29])([CH3:28])[CH3:27])=[O:24].